Dataset: Peptide-MHC class I binding affinity with 185,985 pairs from IEDB/IMGT. Task: Regression. Given a peptide amino acid sequence and an MHC pseudo amino acid sequence, predict their binding affinity value. This is MHC class I binding data. (1) The peptide sequence is WLMWFIISIV. The MHC is HLA-A02:03 with pseudo-sequence HLA-A02:03. The binding affinity (normalized) is 0.857. (2) The binding affinity (normalized) is 0.0204. The peptide sequence is FPFKYAAAF. The MHC is Mamu-A07 with pseudo-sequence Mamu-A07. (3) The peptide sequence is RENANQLVV. The MHC is HLA-B44:03 with pseudo-sequence HLA-B44:03. The binding affinity (normalized) is 0.429. (4) The peptide sequence is RCWLVSNGSY. The MHC is HLA-A29:02 with pseudo-sequence HLA-A29:02. The binding affinity (normalized) is 0.274. (5) The peptide sequence is NIKHKERIP. The MHC is HLA-B08:01 with pseudo-sequence HLA-B08:01. The binding affinity (normalized) is 0.